Dataset: Peptide-MHC class II binding affinity with 134,281 pairs from IEDB. Task: Regression. Given a peptide amino acid sequence and an MHC pseudo amino acid sequence, predict their binding affinity value. This is MHC class II binding data. The peptide sequence is AFKVAATAANCAPAN. The MHC is HLA-DPA10201-DPB11401 with pseudo-sequence HLA-DPA10201-DPB11401. The binding affinity (normalized) is 0.481.